The task is: Predict the product of the given reaction.. This data is from Forward reaction prediction with 1.9M reactions from USPTO patents (1976-2016). Given the reactants [C:1]1([S:7]([N:10]2[C:14]3=[N:15][CH:16]=[C:17]([N+:19]([O-])=O)[CH:18]=[C:13]3[CH:12]=[CH:11]2)(=[O:9])=[O:8])[CH:6]=[CH:5][CH:4]=[CH:3][CH:2]=1, predict the reaction product. The product is: [C:1]1([S:7]([N:10]2[C:14]3=[N:15][CH:16]=[C:17]([NH2:19])[CH:18]=[C:13]3[CH:12]=[CH:11]2)(=[O:8])=[O:9])[CH:6]=[CH:5][CH:4]=[CH:3][CH:2]=1.